Dataset: Reaction yield outcomes from USPTO patents with 853,638 reactions. Task: Predict the reaction yield, written as a fraction of the theoretical maximum amount of product (1.0 means a 100% yield; for example, 0.34 means a 34% yield). (1) The reactants are [NH:1]1[C:9]2[C:4](=[CH:5][C:6]([CH:10]=[O:11])=[CH:7][CH:8]=2)[CH:3]=[CH:2]1.[OH-].[Na+].[C:14]1([S:20](Cl)(=[O:22])=[O:21])[CH:19]=[CH:18][CH:17]=[CH:16][CH:15]=1. The catalyst is ClCCl.S([O-])(O)(=O)=O.C([N+](CCCC)(CCCC)CCCC)CCC.O. The product is [C:14]1([S:20]([N:1]2[C:9]3[C:4](=[CH:5][C:6]([CH:10]=[O:11])=[CH:7][CH:8]=3)[CH:3]=[CH:2]2)(=[O:22])=[O:21])[CH:19]=[CH:18][CH:17]=[CH:16][CH:15]=1. The yield is 0.930. (2) The yield is 0.950. The catalyst is O. The reactants are Cl[C:2]([O:4][CH:5]([CH3:7])[CH3:6])=[O:3].[NH:8]1[CH2:13][CH2:12][CH:11]([C:14]([OH:16])=[O:15])[CH2:10][CH2:9]1.[OH-].[Na+]. The product is [CH3:6][CH:5]([O:4][C:2]([N:8]1[CH2:13][CH2:12][CH:11]([C:14]([OH:16])=[O:15])[CH2:10][CH2:9]1)=[O:3])[CH3:7]. (3) The reactants are C([N:8]([CH3:19])[C:9]1([C:16]([NH2:18])=[O:17])[CH2:12][N:11]([C:13]([O-:15])=[O:14])[CH2:10]1)C1C=CC=CC=1.[H][H]. The catalyst is [Pd].C(OCC)(=O)C.C(O)C.Cl.ClCCl. The product is [NH2:18][C:16]([C:9]1([NH:8][CH3:19])[CH2:10][N:11]([C:13]([O:15][C:9]([CH3:16])([CH3:12])[CH3:10])=[O:14])[CH2:12]1)=[O:17]. The yield is 0.930. (4) The reactants are [OH:1][C@@H:2]1[CH2:27][CH2:26][C@@:25]2([CH3:28])[C@H:4]([C@@H:5]([CH2:31]C)[C@@H:6]([OH:30])[C@@H:7]3[C@@H:24]2[CH2:23][CH2:22][C@@:21]2([CH3:29])[C@H:8]3[CH2:9][CH2:10][C@@H:11]2[C@H:12]([CH3:20])[CH2:13][CH2:14][C:15]([O:17]CC)=[O:16])[CH2:3]1.[OH-].[Na+].Cl. The catalyst is CCO. The product is [OH:1][C@@H:2]1[CH2:27][CH2:26][C@@:25]2([CH3:28])[C@H:4]([C@@H:5]([CH3:31])[C@@H:6]([OH:30])[C@@H:7]3[C@@H:24]2[CH2:23][CH2:22][C@@:21]2([CH3:29])[C@H:8]3[CH2:9][CH2:10][C@@H:11]2[C@H:12]([CH3:20])[CH2:13][CH2:14][C:15]([OH:17])=[O:16])[CH2:3]1. The yield is 0.430. (5) The reactants are [Cl:1][C:2]1[CH:3]=[CH:4][C:5]([C:24]([NH2:26])=O)=[C:6]2[C:10]=1[N:9]=[C:8]1[N:11]([C:15]3[C:20]([Cl:21])=[CH:19][C:18]([Cl:22])=[CH:17][C:16]=3[Cl:23])[CH2:12][CH2:13][CH2:14][N:7]21.C(N(CC)CC)C.S(Cl)(Cl)=O. The catalyst is CN(C)C=O.C(=O)(O)[O-].[Na+]. The product is [Cl:1][C:2]1[CH:3]=[CH:4][C:5]([C:24]#[N:26])=[C:6]2[C:10]=1[N:9]=[C:8]1[N:11]([C:15]3[C:20]([Cl:21])=[CH:19][C:18]([Cl:22])=[CH:17][C:16]=3[Cl:23])[CH2:12][CH2:13][CH2:14][N:7]21. The yield is 0.770. (6) The reactants are [C:1]([OH:4])(=O)[CH3:2].C(N1C=CN=C1)(N1C=CN=C1)=O.[F:17][C:18]1[CH:23]=[CH:22][C:21]([CH:24]2[N:28]([S:29]([C:32]3[CH:37]=[CH:36][C:35]([CH3:38])=[CH:34][CH:33]=3)(=[O:31])=[O:30])[CH:27]([C:39]([NH:41]O)=[NH:40])[CH2:26][CH2:25]2)=[CH:20][CH:19]=1. The catalyst is CN(C=O)C. The product is [F:17][C:18]1[CH:23]=[CH:22][C:21]([CH:24]2[N:28]([S:29]([C:32]3[CH:37]=[CH:36][C:35]([CH3:38])=[CH:34][CH:33]=3)(=[O:31])=[O:30])[CH:27]([C:39]3[N:40]=[C:1]([CH3:2])[O:4][N:41]=3)[CH2:26][CH2:25]2)=[CH:20][CH:19]=1. The yield is 0.680. (7) The reactants are [H-].[Na+].[CH3:3][O:4][CH2:5][O:6][C:7]1[CH:23]=[CH:22][C:10]([NH:11][S:12]([C:15]2[CH:20]=[CH:19][C:18]([CH3:21])=[CH:17][CH:16]=2)(=[O:14])=[O:13])=[C:9]([N+:24]([O-:26])=[O:25])[CH:8]=1.S(OC)(O[CH3:31])(=O)=O.O. The catalyst is CN(C=O)C. The product is [CH3:3][O:4][CH2:5][O:6][C:7]1[CH:23]=[CH:22][C:10]([N:11]([CH3:31])[S:12]([C:15]2[CH:16]=[CH:17][C:18]([CH3:21])=[CH:19][CH:20]=2)(=[O:14])=[O:13])=[C:9]([N+:24]([O-:26])=[O:25])[CH:8]=1. The yield is 0.930.